This data is from NCI-60 drug combinations with 297,098 pairs across 59 cell lines. The task is: Regression. Given two drug SMILES strings and cell line genomic features, predict the synergy score measuring deviation from expected non-interaction effect. Drug 1: CCCCC(=O)OCC(=O)C1(CC(C2=C(C1)C(=C3C(=C2O)C(=O)C4=C(C3=O)C=CC=C4OC)O)OC5CC(C(C(O5)C)O)NC(=O)C(F)(F)F)O. Drug 2: C1CCC(C(C1)N)N.C(=O)(C(=O)[O-])[O-].[Pt+4]. Cell line: IGROV1. Synergy scores: CSS=11.3, Synergy_ZIP=-12.1, Synergy_Bliss=-12.2, Synergy_Loewe=-18.8, Synergy_HSA=-10.7.